This data is from Forward reaction prediction with 1.9M reactions from USPTO patents (1976-2016). The task is: Predict the product of the given reaction. (1) Given the reactants [C:1](#[N:10])[CH:2]=[CH:3][C:4]1[CH:9]=[CH:8][CH:7]=[CH:6][CH:5]=1.[CH3:11][C:12]1[NH:16][N:15]=[C:14]([NH2:17])[CH:13]=1.[O:18]1[CH2:22][CH2:21][CH2:20][CH:19]1[CH2:23][NH2:24], predict the reaction product. The product is: [O:18]1[CH2:22][CH2:21][CH2:20][CH:19]1[CH2:23][NH:24][C:3]1[CH:2]=[C:1]([NH:17][C:14]2[CH:13]=[C:12]([CH3:11])[NH:16][N:15]=2)[N:10]=[C:1]([CH:2]=[CH:3][C:4]2[CH:9]=[CH:8][CH:7]=[CH:6][CH:5]=2)[N:10]=1. (2) The product is: [C:19]1([C:29]2[CH:34]=[CH:33][CH:32]=[CH:31][CH:30]=2)[CH:24]=[CH:23][C:22]([S:25]([N:8]2[CH2:12][C:11](=[N:13][O:14][CH3:15])[CH2:10][C@H:9]2[C:16]([NH:35][CH2:36][CH:37]([OH:40])[CH2:38][OH:39])=[O:18])(=[O:27])=[O:26])=[CH:21][CH:20]=1. Given the reactants C(OC([N:8]1[CH2:12][C:11](=[N:13][O:14][CH3:15])[CH2:10][C@H:9]1[C:16]([OH:18])=O)=O)(C)(C)C.[C:19]1([C:29]2[CH:34]=[CH:33][CH:32]=[CH:31][CH:30]=2)[CH:24]=[CH:23][C:22]([S:25](Cl)(=[O:27])=[O:26])=[CH:21][CH:20]=1.[NH2:35][CH2:36][CH:37]([OH:40])[CH2:38][OH:39], predict the reaction product. (3) Given the reactants Cl[C:2]1[C:7]([C:8]#[N:9])=[C:6]([C:10]2[CH:18]=[CH:17][C:13]3[O:14][CH2:15][O:16][C:12]=3[CH:11]=2)[C:5]([C:19]#[N:20])=[C:4]([O:21][CH2:22][C:23]2[CH:28]=[CH:27][CH:26]=[CH:25][CH:24]=2)[N:3]=1.[OH:29][CH2:30][CH2:31][NH2:32].O, predict the reaction product. The product is: [OH:29][CH2:30][CH2:31][NH:32][C:2]1[C:7]([C:8]#[N:9])=[C:6]([C:10]2[CH:18]=[CH:17][C:13]3[O:14][CH2:15][O:16][C:12]=3[CH:11]=2)[C:5]([C:19]#[N:20])=[C:4]([O:21][CH2:22][C:23]2[CH:24]=[CH:25][CH:26]=[CH:27][CH:28]=2)[N:3]=1. (4) The product is: [CH:1]1([N:4]([CH2:29][C:30]2[CH:35]=[C:34]([CH2:36][CH2:37][CH2:38][O:39][CH3:40])[CH:33]=[C:32]([O:41][CH2:42][CH2:43][O:44][CH3:45])[CH:31]=2)[C:5]([CH:7]2[C:12]([OH:21])([C:13]3[CH:18]=[CH:17][C:16](=[O:19])[N:15]([CH3:20])[CH:14]=3)[CH2:11][CH2:10][NH:9][CH2:8]2)=[O:6])[CH2:2][CH2:3]1. Given the reactants [CH:1]1([N:4]([CH2:29][C:30]2[CH:35]=[C:34]([CH2:36][CH2:37][CH2:38][O:39][CH3:40])[CH:33]=[C:32]([O:41][CH2:42][CH2:43][O:44][CH3:45])[CH:31]=2)[C:5]([C@@H:7]2[C@@:12]([OH:21])([C:13]3[CH:18]=[CH:17][C:16](=[O:19])[N:15]([CH3:20])[CH:14]=3)[CH2:11][CH2:10][N:9](C(OC(C)(C)C)=O)[CH2:8]2)=[O:6])[CH2:3][CH2:2]1.Cl, predict the reaction product.